This data is from Full USPTO retrosynthesis dataset with 1.9M reactions from patents (1976-2016). The task is: Predict the reactants needed to synthesize the given product. (1) Given the product [CH3:24][N:25]([CH3:26])[C:28]([NH:1][C:2]1[S:3][C:4]2[C:10](=[O:11])[CH2:9][CH2:8][CH2:7][C:5]=2[N:6]=1)=[O:29], predict the reactants needed to synthesize it. The reactants are: [NH2:1][C:2]1[S:3][C:4]2[C:10](=[O:11])[CH2:9][CH2:8][CH2:7][C:5]=2[N:6]=1.C1CCN2C(=NCCC2)CC1.C1N=[CH:26][N:25]([C:28](N2C=NC=C2)=[O:29])[CH:24]=1.CNC. (2) Given the product [F:37][CH2:38][CH2:39][NH:40][C:9](=[O:10])[CH2:8][CH2:7][C@H:6]([N:12]([CH3:35])[C:13]([C:15]1[CH:16]=[C:17]2[C:25](=[CH:26][CH:27]=1)[N:24]([CH3:28])[C:23]1[CH2:22][CH2:21][C@@H:20]([CH:29]3[CH2:30][CH2:31][O:32][CH2:33][CH2:34]3)[CH2:19][C:18]2=1)=[O:14])[CH2:5][OH:4], predict the reactants needed to synthesize it. The reactants are: C([O:4][CH2:5][C@@H:6]([N:12]([CH3:35])[C:13]([C:15]1[CH:16]=[C:17]2[C:25](=[CH:26][CH:27]=1)[N:24]([CH3:28])[C:23]1[CH2:22][CH2:21][CH:20]([CH:29]3[CH2:34][CH2:33][O:32][CH2:31][CH2:30]3)[CH2:19][C:18]2=1)=[O:14])[CH2:7][CH2:8][C:9](O)=[O:10])(=O)C.Cl.[F:37][CH2:38][CH2:39][NH2:40].F[P-](F)(F)(F)(F)F.N1(OC(N(C)C)=[N+](C)C)C2N=CC=CC=2N=N1.C(N(CC)C(C)C)(C)C.C[O-].[Na+]. (3) Given the product [CH3:16][Si:15]([CH3:18])([CH3:17])[C:5]1[CH:6]=[CH:7][C:2]([Br:1])=[CH:3][CH:4]=1, predict the reactants needed to synthesize it. The reactants are: [Br:1][C:2]1[CH:7]=[CH:6][C:5](Br)=[CH:4][CH:3]=1.[Li]CCCC.Cl[Si:15]([CH3:18])([CH3:17])[CH3:16].C(N(CC)CC)C.